This data is from Tyrosyl-DNA phosphodiesterase HTS with 341,365 compounds. The task is: Binary Classification. Given a drug SMILES string, predict its activity (active/inactive) in a high-throughput screening assay against a specified biological target. The compound is Clc1n(nc(c1/C=C\C(=O)N(CC(=O)Nc1ccc(NC(=O)C)cc1)CC)C)c1ccc(F)cc1. The result is 0 (inactive).